From a dataset of Catalyst prediction with 721,799 reactions and 888 catalyst types from USPTO. Predict which catalyst facilitates the given reaction. (1) Reactant: [C:1]1([S:7]([N:10]2[C:18]3[CH:17]=[C:16]([Sn](C)(C)C)[CH:15]=[C:14]([NH2:23])[C:13]=3[CH:12]=[N:11]2)(=[O:9])=[O:8])[CH:6]=[CH:5][CH:4]=[CH:3][CH:2]=1.Br[C:25]1[CH:33]=[C:32]([F:34])[CH:31]=[C:30]2[C:26]=1[CH:27]=[CH:28][N:29]2[S:35]([C:38]1[CH:43]=[CH:42][C:41]([N+:44]([O-:46])=[O:45])=[CH:40][CH:39]=1)(=[O:37])=[O:36]. Product: [F:34][C:32]1[CH:31]=[C:30]2[C:26]([CH:27]=[CH:28][N:29]2[S:35]([C:38]2[CH:39]=[CH:40][C:41]([N+:44]([O-:46])=[O:45])=[CH:42][CH:43]=2)(=[O:36])=[O:37])=[C:25]([C:16]2[CH:15]=[C:14]([NH2:23])[C:13]3[CH:12]=[N:11][N:10]([S:7]([C:1]4[CH:6]=[CH:5][CH:4]=[CH:3][CH:2]=4)(=[O:9])=[O:8])[C:18]=3[CH:17]=2)[CH:33]=1. The catalyst class is: 128. (2) Reactant: [CH3:1][C:2](N(C1OC2C=CC=CC=2N=1)[C@H](C(O)=O)CC1C=CC(OCCCC(OCC)=O)=CC=1)([CH3:4])[CH3:3].[O:35]1[C:39]2[CH:40]=[CH:41][CH:42]=[CH:43][C:38]=2[N:37]=[C:36]1[NH:44][C@H:45]([C:66]([OH:68])=[O:67])[CH2:46][C:47]1[CH:52]=[CH:51][C:50]([O:53][CH2:54][CH2:55][CH2:56][C:57](=[O:65])[NH:58][C:59]2[NH:60][CH2:61][CH2:62][CH2:63][N:64]=2)=[CH:49][CH:48]=1.NC1NCCCN=1. Product: [O:35]1[C:39]2[CH:40]=[CH:41][CH:42]=[CH:43][C:38]=2[N:37]=[C:36]1[NH:44][C@H:45]([C:66]([O:68][C:2]([CH3:4])([CH3:3])[CH3:1])=[O:67])[CH2:46][C:47]1[CH:48]=[CH:49][C:50]([O:53][CH2:54][CH2:55][CH2:56][C:57](=[O:65])[NH:58][C:59]2[NH:60][CH2:61][CH2:62][CH2:63][N:64]=2)=[CH:51][CH:52]=1. The catalyst class is: 2. (3) Reactant: N[C:2]1[S:3][CH:4]=[C:5]([CH2:7][O:8][N:9]2[C:17](=[O:18])[C:16]3[C:11](=[CH:12][CH:13]=[CH:14][CH:15]=3)[C:10]2=[O:19])[N:6]=1.[Na+].[Br-:21].N(OC(C)(C)C)=O. The catalyst class is: 47. Product: [Br:21][C:2]1[S:3][CH:4]=[C:5]([CH2:7][O:8][N:9]2[C:17](=[O:18])[C:16]3[C:11](=[CH:12][CH:13]=[CH:14][CH:15]=3)[C:10]2=[O:19])[N:6]=1. (4) Reactant: [Br:1][C:2]1[CH:7]=[C:6]([CH2:8][OH:9])[CH:5]=[CH:4][C:3]=1[CH:10]1[S:14](=[O:16])(=[O:15])[N:13]([O:17][CH2:18][CH2:19][Si:20]([CH3:23])([CH3:22])[CH3:21])[C:12](=[O:24])[CH:11]1[CH3:25].CC(OI1(OC(C)=O)(OC(C)=O)OC(=O)C2C=CC=CC1=2)=O. Product: [Br:1][C:2]1[CH:7]=[C:6]([CH:5]=[CH:4][C:3]=1[CH:10]1[S:14](=[O:16])(=[O:15])[N:13]([O:17][CH2:18][CH2:19][Si:20]([CH3:22])([CH3:21])[CH3:23])[C:12](=[O:24])[CH:11]1[CH3:25])[CH:8]=[O:9]. The catalyst class is: 343. (5) Reactant: [CH3:1][O:2][C:3]1[C:8]([CH3:9])=[N:7][CH:6]=[CH:5][N:4]=1.[Br:10]N1C(=O)CCC1=O.N(C(C)(C)C#N)=NC(C)(C)C#N. Product: [Br:10][CH2:9][C:8]1[C:3]([O:2][CH3:1])=[N:4][CH:5]=[CH:6][N:7]=1. The catalyst class is: 53. (6) Reactant: [OH:1][CH2:2][CH:3]([CH2:5][OH:6])O.[CH2:7]([OH:9])C.[CH2:10](S(O)(=O)=O)CC[CH2:13][CH2:14][CH3:15]. Product: [CH3:7][O:9][C:5](=[O:6])[C:3]([CH3:10])=[CH2:2].[C:7]([OH:9])(=[O:1])[C:14]([CH3:13])=[CH2:15]. The catalyst class is: 2.